This data is from Full USPTO retrosynthesis dataset with 1.9M reactions from patents (1976-2016). The task is: Predict the reactants needed to synthesize the given product. (1) Given the product [NH:1]1[C:9]2[C:4](=[CH:5][C:6]([C:10]([O:12][CH3:13])=[O:11])=[CH:7][CH:8]=2)[CH2:3][CH2:2]1, predict the reactants needed to synthesize it. The reactants are: [NH:1]1[C:9]2[C:4](=[CH:5][C:6]([C:10]([O:12][CH3:13])=[O:11])=[CH:7][CH:8]=2)[CH:3]=[CH:2]1.C([BH3-])#N.[Na+]. (2) Given the product [CH3:3][N:4]([C:22]1[CH:27]=[CH:26][C:25]([O:28][C:29]([F:32])([F:31])[F:30])=[CH:24][CH:23]=1)[C:5](=[O:21])[O:6][CH2:7][C@:8]1([CH3:19])[O:20][C:11]2=[N:12][C:13]([N+:15]([O-:17])=[O:16])=[CH:14][N:10]2[CH2:9]1, predict the reactants needed to synthesize it. The reactants are: [H-].[Na+].[CH3:3][N:4]([C:22]1[CH:27]=[CH:26][C:25]([O:28][C:29]([F:32])([F:31])[F:30])=[CH:24][CH:23]=1)[C:5](=[O:21])[O:6][CH2:7][C@@:8]([OH:20])([CH3:19])[CH2:9][N:10]1[CH:14]=[C:13]([N+:15]([O-:17])=[O:16])[N:12]=[C:11]1Cl.O.C(OCC)(=O)C. (3) Given the product [Si:1]([O:18][C@@H:19]1[C@H:23]([CH2:24]/[CH:25]=[CH:26]\[CH2:27][CH2:28][CH2:29][C:30]([O:32][CH3:33])=[O:31])[C@@H:22](/[CH:34]=[CH:35]/[C:36]([O:43][Si:44]([C:57]([CH3:60])([CH3:59])[CH3:58])([C:45]2[CH:46]=[CH:47][CH:48]=[CH:49][CH:50]=2)[C:51]2[CH:56]=[CH:55][CH:54]=[CH:53][CH:52]=2)([CH3:42])[CH2:37][CH2:38][CH2:39][CH2:40][CH3:41])[C:21](=[O:61])[CH2:20]1)([C:14]([CH3:15])([CH3:16])[CH3:17])([C:2]1[CH:7]=[CH:6][CH:5]=[CH:4][CH:3]=1)[C:8]1[CH:13]=[CH:12][CH:11]=[CH:10][CH:9]=1, predict the reactants needed to synthesize it. The reactants are: [Si:1]([O:18][C@@H:19]1[C@H:23]([CH2:24]/[CH:25]=[CH:26]\[CH2:27][CH2:28][CH2:29][C:30]([O:32][CH3:33])=[O:31])[C@@H:22](/[CH:34]=[CH:35]/[C:36]([O:43][Si:44]([C:57]([CH3:60])([CH3:59])[CH3:58])([C:51]2[CH:56]=[CH:55][CH:54]=[CH:53][CH:52]=2)[C:45]2[CH:50]=[CH:49][CH:48]=[CH:47][CH:46]=2)([CH3:42])[CH2:37][CH2:38][CH2:39][CH2:40][CH3:41])[C@H:21]([OH:61])[CH2:20]1)([C:14]([CH3:17])([CH3:16])[CH3:15])([C:8]1[CH:13]=[CH:12][CH:11]=[CH:10][CH:9]=1)[C:2]1[CH:7]=[CH:6][CH:5]=[CH:4][CH:3]=1.CC(C)=O.OS(O)(=O)=O.O=[Cr](=O)=O.